This data is from Full USPTO retrosynthesis dataset with 1.9M reactions from patents (1976-2016). The task is: Predict the reactants needed to synthesize the given product. (1) Given the product [C:19]([C:20]1[C:21](=[O:22])[NH:1][C:2]2[C:3]([C:4]=1[C:6]1[CH:11]=[CH:10][CH:9]=[CH:8][C:7]=1[F:12])=[CH:13][C:14]([Br:17])=[CH:15][CH:16]=2)(=[O:23])[CH3:18], predict the reactants needed to synthesize it. The reactants are: [NH2:1][C:2]1[CH:16]=[CH:15][C:14]([Br:17])=[CH:13][C:3]=1[C:4]([C:6]1[CH:11]=[CH:10][CH:9]=[CH:8][C:7]=1[F:12])=O.[CH2:18]=[C:19]1[O:23][C:21](=[O:22])[CH2:20]1. (2) Given the product [I:1][C:2]1[CH:6]=[CH:5][N:4]([C:11]2[CH:16]=[CH:15][N:14]=[N:13][CH:12]=2)[N:3]=1, predict the reactants needed to synthesize it. The reactants are: [I:1][C:2]1[CH:6]=[CH:5][NH:4][N:3]=1.[H-].[Na+].Br.Br[C:11]1[CH:16]=[CH:15][N:14]=[N:13][CH:12]=1. (3) The reactants are: [F:1][C:2]1[CH:7]=C(C)[CH:5]=[CH:4][C:3]=1[N+:9]([O-:11])=[O:10].[Cr](O[Cr]([O-])(=O)=O)([O-])(=O)=O.[K+].[K+].S(=O)(=O)(O)O.[C:28]([OH:31])(=[O:30])[CH3:29]. Given the product [F:1][C:2]1[CH:7]=[C:29]([CH:5]=[CH:4][C:3]=1[N+:9]([O-:11])=[O:10])[C:28]([OH:31])=[O:30], predict the reactants needed to synthesize it. (4) Given the product [CH2:22]([O:24][C:25](=[O:41])[CH2:26][C:27]1[C:28]([CH3:40])=[C:29]([S:9][C:10]2[CH:11]=[CH:12][C:13]([Cl:16])=[CH:14][CH:15]=2)[N:30]2[C:35]=1[CH:34]=[C:33]([C:36]([F:37])([F:38])[F:39])[CH:32]=[CH:31]2)[CH3:23], predict the reactants needed to synthesize it. The reactants are: [Cl:16][C:13]1[CH:14]=[CH:15][C:10]([S:9][S:9][C:10]2[CH:15]=[CH:14][C:13]([Cl:16])=[CH:12][CH:11]=2)=[CH:11][CH:12]=1.S(Cl)(Cl)(=O)=O.[CH2:22]([O:24][C:25](=[O:41])[CH2:26][C:27]1[C:28]([CH3:40])=[CH:29][N:30]2[C:35]=1[CH:34]=[C:33]([C:36]([F:39])([F:38])[F:37])[CH:32]=[CH:31]2)[CH3:23]. (5) Given the product [Cl:1][C:2]1[C:3](=[O:11])[N:4]([CH3:12])[CH:5]=[C:6]([N+:8]([O-:10])=[O:9])[CH:7]=1, predict the reactants needed to synthesize it. The reactants are: [Cl:1][C:2]1[C:3]([OH:11])=[N:4][CH:5]=[C:6]([N+:8]([O-:10])=[O:9])[CH:7]=1.[C:12]([O-])([O-])=O.[K+].[K+].CI.